This data is from Catalyst prediction with 721,799 reactions and 888 catalyst types from USPTO. The task is: Predict which catalyst facilitates the given reaction. (1) Reactant: [C:1]1([NH:7][C:8]2[CH:33]=[CH:32][C:31]3[C:13]4=[CH:14][C:15]5[C:16]([CH3:30])([CH3:29])[C:17]6[C:22]([C:23]=5[CH:24]=[C:12]4[C:11]([CH3:35])([CH3:34])[C:10]=3[CH:9]=2)=[C:21]2[CH:25]=[CH:26][CH:27]=[CH:28][C:20]2=[CH:19][CH:18]=6)[CH:6]=[CH:5][CH:4]=[CH:3][CH:2]=1.Br[C:37]1[CH:38]=[CH:39][C:40]2[C:41]3[C:42]4[CH:61]=[CH:60][CH:59]=[CH:58][C:43]=4[C:44]([C:52]4[CH:57]=[CH:56][CH:55]=[CH:54][CH:53]=4)=[CH:45][C:46]=3[C:47]([CH3:51])([CH3:50])[C:48]=2[CH:49]=1.C(P(C(C)(C)C)C(C)(C)C)(C)(C)C.CC(C)([O-])C.[Na+]. Product: [CH3:30][C:16]1([CH3:29])[C:15]2[CH:14]=[C:13]3[C:31]4[CH:32]=[CH:33][C:8]([N:7]([C:37]5[CH:38]=[CH:39][C:40]6[C:41]7[C:42]8[CH:61]=[CH:60][CH:59]=[CH:58][C:43]=8[C:44]([C:52]8[CH:53]=[CH:54][CH:55]=[CH:56][CH:57]=8)=[CH:45][C:46]=7[C:47]([CH3:51])([CH3:50])[C:48]=6[CH:49]=5)[C:1]5[CH:6]=[CH:5][CH:4]=[CH:3][CH:2]=5)=[CH:9][C:10]=4[C:11]([CH3:35])([CH3:34])[C:12]3=[CH:24][C:23]=2[C:22]2[C:17]1=[CH:18][CH:19]=[C:20]1[CH:28]=[CH:27][CH:26]=[CH:25][C:21]1=2. The catalyst class is: 493. (2) Reactant: [C:1]([C:5]1[CH:25]=[CH:24][C:8]([C:9]([NH:11][C:12]2[CH:20]=[CH:19][C:18]([N+:21]([O-:23])=[O:22])=[CH:17][C:13]=2[C:14]([OH:16])=[O:15])=O)=[CH:7][CH:6]=1)([CH3:4])([CH3:3])[CH3:2].C(Cl)(=O)C(Cl)=O. Product: [N+:21]([C:18]1[CH:19]=[CH:20][C:12]2[N:11]=[C:9]([C:8]3[CH:24]=[CH:25][C:5]([C:1]([CH3:2])([CH3:4])[CH3:3])=[CH:6][CH:7]=3)[O:16][C:14](=[O:15])[C:13]=2[CH:17]=1)([O-:23])=[O:22]. The catalyst class is: 306. (3) Reactant: C([O:5][C:6](=[O:49])[CH2:7][CH:8]([NH:16][S:17]([C:20]1[CH:25]=[CH:24][C:23]([NH:26][C:27](=[O:29])[CH3:28])=[CH:22][C:21]=1[O:30][CH2:31][CH2:32][C:33]1[C:42]2[C:37](=[CH:38][CH:39]=[CH:40][CH:41]=2)[C:36]([C:43]([NH:45][N:46]([CH3:48])[CH3:47])=[O:44])=[CH:35][CH:34]=1)(=[O:19])=[O:18])[CH:9](OCC)[O:10]CC)(C)(C)C.C(O)(C(F)(F)F)=O.C(#N)C.O. Product: [C:27]([NH:26][C:23]1[CH:24]=[CH:25][C:20]([S:17]([NH:16][CH:8]([CH:9]=[O:10])[CH2:7][C:6]([OH:49])=[O:5])(=[O:19])=[O:18])=[C:21]([O:30][CH2:31][CH2:32][C:33]2[C:42]3[C:37](=[CH:38][CH:39]=[CH:40][CH:41]=3)[C:36]([C:43]([NH:45][N:46]([CH3:48])[CH3:47])=[O:44])=[CH:35][CH:34]=2)[CH:22]=1)(=[O:29])[CH3:28]. The catalyst class is: 34. (4) Reactant: [Br:1][C:2]1[CH:9]=[C:8]([F:10])[C:5]([CH:6]=O)=[C:4]([F:11])[CH:3]=1.[CH2:12]([NH2:17])[CH2:13][CH:14]([CH3:16])[CH3:15].C(O[BH-](OC(=O)C)OC(=O)C)(=O)C.[Na+].[OH-].[K+]. Product: [Br:1][C:2]1[CH:9]=[C:8]([F:10])[C:5]([CH2:6][NH:17][CH2:12][CH2:13][CH:14]([CH3:16])[CH3:15])=[C:4]([F:11])[CH:3]=1. The catalyst class is: 68.